Dataset: Forward reaction prediction with 1.9M reactions from USPTO patents (1976-2016). Task: Predict the product of the given reaction. (1) Given the reactants Br[C:2]1[CH:3]=[C:4]([NH:9][C:10](=[O:16])[O:11][C:12]([CH3:15])([CH3:14])[CH3:13])[CH:5]=[CH:6][C:7]=1[CH3:8].[Li]CCCC.[CH3:22][Si:23](Cl)([CH3:25])[CH3:24], predict the reaction product. The product is: [CH3:8][C:7]1[CH:6]=[CH:5][C:4]([N:9]([Si:23]([CH3:25])([CH3:24])[CH3:22])[C:10](=[O:16])[O:11][C:12]([CH3:15])([CH3:14])[CH3:13])=[CH:3][C:2]=1[Si:23]([CH3:25])([CH3:24])[CH3:22]. (2) Given the reactants Cl.[CH:2]1([NH:7][OH:8])[CH2:6][CH2:5][CH2:4][CH2:3]1.[S:9]([C:13]1[CH:20]=[C:19]([S:21]([OH:24])(=[O:23])=[O:22])[CH:18]=[CH:17][C:14]=1[CH:15]=O)([OH:12])(=[O:11])=[O:10], predict the reaction product. The product is: [CH:2]1([N+:7]([O-:8])=[CH:15][C:14]2[CH:17]=[CH:18][C:19]([S:21]([OH:24])(=[O:22])=[O:23])=[CH:20][C:13]=2[S:9]([OH:12])(=[O:11])=[O:10])[CH2:6][CH2:5][CH2:4][CH2:3]1. (3) The product is: [Br:9][C:5]1[C:6]([N:10]2[CH2:15][CH2:14][O:13][CH2:12][CH2:11]2)=[N:7][C:2]([Cl:1])=[N:3][CH:4]=1. Given the reactants [Cl:1][C:2]1[N:7]=[C:6](Cl)[C:5]([Br:9])=[CH:4][N:3]=1.[NH:10]1[CH2:15][CH2:14][O:13][CH2:12][CH2:11]1, predict the reaction product. (4) Given the reactants [C:1]([C:4]1[CH:9]=[CH:8][N:7]=[C:6]([NH:10][C:11]2[CH:12]=[C:13]3[C:18](=[C:19]([NH:21][C:22]([CH3:25])([CH3:24])[CH3:23])[N:20]=2)[C:17](=[O:26])[N:16]([CH2:27][CH2:28][OH:29])[CH:15]=[CH:14]3)[CH:5]=1)(=O)[CH3:2].O.[NH2:31]N.COC(OC)[N:36]([CH3:38])C, predict the reaction product. The product is: [NH:31]1[C:1]([C:4]2[CH:9]=[CH:8][N:7]=[C:6]([NH:10][C:11]3[CH:12]=[C:13]4[C:18](=[C:19]([NH:21][C:22]([CH3:23])([CH3:25])[CH3:24])[N:20]=3)[C:17](=[O:26])[N:16]([CH2:27][CH2:28][OH:29])[CH:15]=[CH:14]4)[CH:5]=2)=[CH:2][CH:38]=[N:36]1. (5) Given the reactants [F:1][C:2]1[CH:7]=[CH:6][C:5]([CH2:8][CH2:9][N:10]([CH3:24])[S:11]([C:14]2[C:15]3[CH2:22][CH2:21][CH2:20][C:19](=[O:23])[C:16]=3[S:17][CH:18]=2)(=[O:13])=[O:12])=[CH:4][CH:3]=1.[N+:25]([O-])([O-:27])=[O:26].[K+], predict the reaction product. The product is: [F:1][C:2]1[CH:7]=[CH:6][C:5]([CH2:8][CH2:9][N:10]([CH3:24])[S:11]([C:14]2[C:15]3[CH2:22][CH2:21][CH2:20][C:19](=[O:23])[C:16]=3[S:17][CH:18]=2)(=[O:13])=[O:12])=[C:4]([N+:25]([O-:27])=[O:26])[CH:3]=1. (6) Given the reactants [Cl:1][C:2]1[CH:10]=[CH:9][CH:8]=[C:7]2[C:3]=1[C:4](=[O:12])[C:5](=[O:11])[NH:6]2.[C:13](=O)([O-])[O-].[K+].[K+].IC, predict the reaction product. The product is: [Cl:1][C:2]1[CH:10]=[CH:9][CH:8]=[C:7]2[C:3]=1[C:4](=[O:12])[C:5](=[O:11])[N:6]2[CH3:13]. (7) Given the reactants [NH2:1][CH:2]([C:15]1[CH:20]=[CH:19][CH:18]=[CH:17][CH:16]=1)[C:3]([NH:5][CH2:6][C:7]1[CH:12]=[CH:11][C:10]([C:13]#[N:14])=[CH:9][CH:8]=1)=[O:4].C(N(CC)CC)C.[C:28](Cl)(=[O:30])[CH3:29], predict the reaction product. The product is: [C:28]([NH:1][CH:2]([C:15]1[CH:20]=[CH:19][CH:18]=[CH:17][CH:16]=1)[C:3]([NH:5][CH2:6][C:7]1[CH:12]=[CH:11][C:10]([C:13]#[N:14])=[CH:9][CH:8]=1)=[O:4])(=[O:30])[CH3:29]. (8) The product is: [OH:38][CH2:37][C:23]1[N:22]=[C:21]([C:19]2[CH:18]=[CH:17][CH:16]=[C:15]([C:11]3[CH:10]=[C:9]([S:6]([NH2:5])(=[O:8])=[O:7])[CH:14]=[CH:13][CH:12]=3)[N:20]=2)[CH:26]=[C:25]([C:27]2[CH:32]=[CH:31][C:30]([C:33]([F:34])([F:35])[F:36])=[CH:29][CH:28]=2)[CH:24]=1. Given the reactants C([NH:5][S:6]([C:9]1[CH:14]=[CH:13][CH:12]=[C:11]([C:15]2[N:20]=[C:19]([C:21]3[CH:26]=[C:25]([C:27]4[CH:32]=[CH:31][C:30]([C:33]([F:36])([F:35])[F:34])=[CH:29][CH:28]=4)[CH:24]=[C:23]([CH2:37][O:38]C4CCCCO4)[N:22]=3)[CH:18]=[CH:17][CH:16]=2)[CH:10]=1)(=[O:8])=[O:7])(C)(C)C.C(O)(C(F)(F)F)=O, predict the reaction product. (9) Given the reactants [Cl:1][C:2]1[CH:3]=[C:4]([CH:9]2[C:18]3[C:13](=[CH:14][CH:15]=[CH:16][CH:17]=3)[C:12](=O)[CH2:11][CH2:10]2)[CH:5]=[CH:6][C:7]=1[Cl:8].[CH3:20][NH2:21], predict the reaction product. The product is: [CH3:20][NH:21][C@@H:12]1[C:13]2[CH:14]=[CH:15][CH:16]=[CH:17][C:18]=2[C@H:9]([C:4]2[CH:5]=[CH:6][C:7]([Cl:8])=[C:2]([Cl:1])[CH:3]=2)[CH2:10][CH2:11]1. (10) The product is: [CH3:41][C:38]([C:34]1[CH:33]=[C:32]([S:29]([N:17]2[C:18]3[C:23](=[CH:22][C:21]([C:25]([F:28])([F:27])[F:26])=[CH:20][CH:19]=3)[CH:24]=[C:16]2[CH2:14][C:11]2[N:10]=[CH:9][C:8]([C:7]([O:6][CH3:5])=[O:42])=[CH:13][CH:12]=2)(=[O:31])=[O:30])[CH:37]=[CH:36][CH:35]=1)([CH3:39])[CH3:40]. Given the reactants O=S(Cl)Cl.[CH3:5][O:6][C:7](=[O:42])[C:8]1[CH:13]=[CH:12][C:11]([CH:14]([C:16]2[N:17]([S:29]([C:32]3[CH:37]=[CH:36][CH:35]=[C:34]([C:38]([CH3:41])([CH3:40])[CH3:39])[CH:33]=3)(=[O:31])=[O:30])[C:18]3[C:23]([CH:24]=2)=[CH:22][C:21]([C:25]([F:28])([F:27])[F:26])=[CH:20][CH:19]=3)O)=[N:10][CH:9]=1.C(=O)([O-])O.[Na+], predict the reaction product.